Dataset: Forward reaction prediction with 1.9M reactions from USPTO patents (1976-2016). Task: Predict the product of the given reaction. Given the reactants [CH2:1]([O:8][C:9]1[CH:17]=[C:16]2[C:12]([CH:13]=[CH:14][NH:15]2)=[CH:11][CH:10]=1)[C:2]1[CH:7]=[CH:6][CH:5]=[CH:4][CH:3]=1.I[C:19]1[CH:24]=[CH:23][CH:22]=[CH:21][CH:20]=1, predict the reaction product. The product is: [C:19]1([N:15]2[C:16]3[C:12](=[CH:11][CH:10]=[C:9]([O:8][CH2:1][C:2]4[CH:3]=[CH:4][CH:5]=[CH:6][CH:7]=4)[CH:17]=3)[CH:13]=[CH:14]2)[CH:24]=[CH:23][CH:22]=[CH:21][CH:20]=1.